Dataset: Full USPTO retrosynthesis dataset with 1.9M reactions from patents (1976-2016). Task: Predict the reactants needed to synthesize the given product. (1) Given the product [C:1]1([N:7]2[C:16](=[S:28])[C:15]3[C:10](=[CH:11][CH:12]=[CH:13][CH:14]=3)[NH:9][C:8]2=[S:18])[CH:6]=[CH:5][CH:4]=[CH:3][CH:2]=1, predict the reactants needed to synthesize it. The reactants are: [C:1]1([N:7]2[C:16](=O)[C:15]3[C:10](=[CH:11][CH:12]=[CH:13][CH:14]=3)[NH:9][C:8]2=[S:18])[CH:6]=[CH:5][CH:4]=[CH:3][CH:2]=1.COC1C=CC(P2(SP(C3C=CC(OC)=CC=3)(=S)S2)=[S:28])=CC=1. (2) The reactants are: [CH2:1]([N:8]1[CH:17]=[C:16]([CH2:18][C:19]2[C:27]3[C:22](=[CH:23][CH:24]=[C:25]([F:28])[CH:26]=3)[N:21]([CH2:29][C:30]([O:32]C)=[O:31])[C:20]=2[CH3:34])[C:15]2[C:10](=[CH:11][CH:12]=[CH:13][CH:14]=2)[C:9]1=[O:35])[C:2]1[CH:7]=[CH:6][CH:5]=[CH:4][CH:3]=1.C1COCC1.[OH-].[Li+].Cl. Given the product [CH2:1]([N:8]1[CH:17]=[C:16]([CH2:18][C:19]2[C:27]3[C:22](=[CH:23][CH:24]=[C:25]([F:28])[CH:26]=3)[N:21]([CH2:29][C:30]([OH:32])=[O:31])[C:20]=2[CH3:34])[C:15]2[C:10](=[CH:11][CH:12]=[CH:13][CH:14]=2)[C:9]1=[O:35])[C:2]1[CH:3]=[CH:4][CH:5]=[CH:6][CH:7]=1, predict the reactants needed to synthesize it.